Task: Regression. Given a peptide amino acid sequence and an MHC pseudo amino acid sequence, predict their binding affinity value. This is MHC class I binding data.. Dataset: Peptide-MHC class I binding affinity with 185,985 pairs from IEDB/IMGT (1) The peptide sequence is TQFNFNGHT. The MHC is HLA-A02:02 with pseudo-sequence HLA-A02:02. The binding affinity (normalized) is 0.0132. (2) The peptide sequence is FVNYDFALV. The MHC is HLA-A02:02 with pseudo-sequence HLA-A02:02. The binding affinity (normalized) is 0.904. (3) The peptide sequence is MRMAWGGSY. The MHC is H-2-Kb with pseudo-sequence H-2-Kb. The binding affinity (normalized) is 0. (4) The peptide sequence is DYKLFLESG. The MHC is HLA-A24:02 with pseudo-sequence HLA-A24:02. The binding affinity (normalized) is 0.0946. (5) The peptide sequence is LRGKWQRRYR. The MHC is HLA-A30:02 with pseudo-sequence HLA-A30:02. The binding affinity (normalized) is 0.